Predict the reactants needed to synthesize the given product. From a dataset of Retrosynthesis with 50K atom-mapped reactions and 10 reaction types from USPTO. (1) Given the product Oc1cc(O)nc(SCc2ccccc2)n1, predict the reactants needed to synthesize it. The reactants are: BrCc1ccccc1.Oc1cc(O)nc(S)n1. (2) Given the product COC(C)(C)C(NC(=O)OC(C)(C)C)C(=O)N1CCC(N2Cc3cnc(C)n3C2=O)CC1, predict the reactants needed to synthesize it. The reactants are: COC(C)(C)C(NC(=O)OC(C)(C)C)C(=O)O.Cc1ncc2n1C(=O)N(C1CCNCC1)C2. (3) The reactants are: CCOC(=O)c1cc(Br)c(C(C)C)cc1OCC.N#C[Cu]. Given the product CCOC(=O)c1cc(C#N)c(C(C)C)cc1OCC, predict the reactants needed to synthesize it. (4) Given the product O=C(O)c1cc2cc(Cl)cc(Cl)c2nc1NC(Cc1c[nH]c2ccccc12)C(=O)O, predict the reactants needed to synthesize it. The reactants are: NC(Cc1c[nH]c2ccccc12)C(=O)O.O=C(O)c1cc2cc(Cl)cc(Cl)c2nc1Cl. (5) Given the product COc1cc2ncnc(Nc3nc4ccc(NC(=O)Nc5cccc(C(F)(F)F)c5)cc4s3)c2cc1OC, predict the reactants needed to synthesize it. The reactants are: COc1cc2ncnc(Nc3nc4ccc(N)cc4s3)c2cc1OC.O=C=Nc1cccc(C(F)(F)F)c1.